This data is from Full USPTO retrosynthesis dataset with 1.9M reactions from patents (1976-2016). The task is: Predict the reactants needed to synthesize the given product. Given the product [NH2:6][C:5]1([C:12]#[N:13])[CH:7]=[CH:8][C:2]([C:29]2[CH:34]=[CH:33][CH:32]=[CH:31][CH:30]=2)=[CH:3][CH:4]1[N+:9]([O-:11])=[O:10], predict the reactants needed to synthesize it. The reactants are: Br[C:2]1[CH:8]=[CH:7][C:5]([NH2:6])=[C:4]([N+:9]([O-:11])=[O:10])[CH:3]=1.[C:12](C1C=CC(B(O)O)=CC=1)#[N:13].C([O-])([O-])=O.[Na+].[Na+].[C:29]1(C)[CH:34]=[CH:33][CH:32]=[CH:31][CH:30]=1.CCO.O.